Dataset: Peptide-MHC class II binding affinity with 134,281 pairs from IEDB. Task: Regression. Given a peptide amino acid sequence and an MHC pseudo amino acid sequence, predict their binding affinity value. This is MHC class II binding data. (1) The MHC is DRB1_0404 with pseudo-sequence DRB1_0404. The binding affinity (normalized) is 0.773. The peptide sequence is HEAINIALIAVSLIA. (2) The peptide sequence is VHRGAVPRRGPRGGP. The MHC is HLA-DQA10501-DQB10301 with pseudo-sequence HLA-DQA10501-DQB10301. The binding affinity (normalized) is 0.670. (3) The peptide sequence is TLYGPQLSQKIVQIN. The MHC is DRB3_0101 with pseudo-sequence DRB3_0101. The binding affinity (normalized) is 0.320. (4) The peptide sequence is KELKGAYVYFASDAS. The MHC is DRB1_1302 with pseudo-sequence DRB1_1302. The binding affinity (normalized) is 0.569. (5) The peptide sequence is RLIAFTSEHSHF. The MHC is DRB1_1501 with pseudo-sequence DRB1_1501. The binding affinity (normalized) is 0.635. (6) The peptide sequence is LTWIGLNSKNTSMSF. The MHC is DRB1_1302 with pseudo-sequence DRB1_1302. The binding affinity (normalized) is 0.489.